From a dataset of Reaction yield outcomes from USPTO patents with 853,638 reactions. Predict the reaction yield, written as a fraction of the theoretical maximum amount of product (1.0 means a 100% yield; for example, 0.34 means a 34% yield). The reactants are [S:1](=[O:38])(=[O:37])([O:3][CH2:4][C@@H:5]1[CH2:9][C@@H:8]([O:10][C:11]2[CH:16]=[C:15]([NH:17][C@@H:18]3[C:26]4[C:21](=[CH:22][CH:23]=[CH:24][CH:25]=4)[CH2:20][C@@H:19]3[O:27][CH3:28])[N:14]=[CH:13][N:12]=2)[CH2:7][C@@H:6]1[O:29][Si](C(C)(C)C)(C)C)[NH2:2].F.N1C=CC=CC=1. The catalyst is N1C=CC=CC=1.C1COCC1. The product is [S:1](=[O:38])(=[O:37])([O:3][CH2:4][C@@H:5]1[CH2:9][C@@H:8]([O:10][C:11]2[CH:16]=[C:15]([NH:17][C@@H:18]3[C:26]4[C:21](=[CH:22][CH:23]=[CH:24][CH:25]=4)[CH2:20][C@@H:19]3[O:27][CH3:28])[N:14]=[CH:13][N:12]=2)[CH2:7][C@@H:6]1[OH:29])[NH2:2]. The yield is 0.520.